This data is from Antibody developability classification from SAbDab with 2,409 antibodies. The task is: Regression/Classification. Given an antibody's heavy chain and light chain sequences, predict its developability. TAP uses regression for 5 developability metrics; SAbDab uses binary classification. (1) The antibody is ['EVQLQQSGAELVKPGASVKLSCTASGFNIKDTYMHWVKQRPEQGLEWIGRIDPLNDKTKYDPKFQGKATITADTSSNSAYLQLSSLTSEDTAVYYCSRGGGDPVFVYWGQGTLVTVSA', 'DIQMTQSPSSLSASLGGKVTITCKASQDINKYIAWYQHKPGKGPRLLIHYTSTLHPGIPSRFSGSGSGRDYSFSISNLEPEDIATYYCLQYDNLRTFGGGTKLEIK']. Result: 1 (developable). (2) The antibody is ['AVQLQESGTVLARPGASVKMSCKASGYTFTSYWMHWVKQRPGQGLEWIGAIYPGNSDTSYNQKFKGKAKLTAVTSTSTAYMELSSLTNEDSAVYYCTRERGLYYGSSSFDYWGQGTTLTVSS', 'DIVMTQTTSSLSASLGDRVTISCRASQDISNYLSWYQQKPDGTVKVLIYYTSKLHSGVPSRFSGSGSGTDYSLTISNLEQEDIATYFCQQGNTLPPTFGGGTKLEIK']. Result: 0 (not developable). (3) The antibody is ['EQMLVESGGDLVKPGGSLKLSCAASGFTFSSYTMSWVRQTPEKRLEWVATISSGGAYTYYPDSVKGRFTISDDNAESTLYLQMSSLRSEDTAMYYCVRRAFDSDVGFASWGHRTLVTVSA', 'DIVLTQSPASLAVSLGQRATISCRASESVDSYGNSFMHWYQQKPGQPPKLLIYRASNLESGIPARFSGSGSRTDFTLTINPVEADDVATYYCQQSNEDPLTFGAGTKLELK']. Result: 0 (not developable). (4) The antibody is ['EVQLQESGPGLVQPSETLSLTCTVSGFSLTSYSVSWLRQPSGKGPEWMGRMWDDGGTVYNSGLKSRLSISRDTSKNQVFLKMNSLQTDDTGTYYCTRDERIRAINWFAYWGQGTLVTVSS', 'DIVITQSPSLLSASVGDRVTLTCKGSQNIDNYLAWYQQKLGEAPKLLIYKTNSLQTGIPSRFSGSGSGTDYTLTISSLHSEDLATYYCYQYINGYTFGTGTKLELK']. Result: 0 (not developable). (5) The antibody is ['QVQLVESGGGLVQPGGSLRLSCAASGFTFSSYWMNWVRQAPGKGLEWVSGISYSGSETYYADSVKGRFTISRDNSKNTLYLQMNSLRAEDTAVYYCARGFGTDFWGQGTLVTVSS', 'DIELTQPPSVSVAPGQTARISCSGDSIGKKYAYWYQQKPGQAPVLVIYKKRPSGIPERFSGSNSGNTATLTISGTQAEDEADYYCSSWDSTGLVFGGGTKLTVL']. Result: 0 (not developable). (6) The antibody is ['EVKLLESGGGLVQPGGSLKLSCAASGFDFSRYWMSWVRQAPGKGLEWIGQINPHSSTINYTPSLRDKFIISRDNAKNTLYLQMTKVRSEDTALYYCARLLRYFYALDYWGQGASVTVSS', 'QIVLTQSPAIMSASPGEKVTITCSASSSVSYMHWFQQKPGTSPKLWIYSTSNLASGVPARFSGSGSGTSYSLTISRMEAEDAATYYCQQRSSYPFTFGGGTKLEIK']. Result: 0 (not developable).